This data is from Catalyst prediction with 721,799 reactions and 888 catalyst types from USPTO. The task is: Predict which catalyst facilitates the given reaction. (1) Reactant: [Cl:1][Ti:2]([Cl:5])(Cl)Cl.[CH:6]([C:9]1[CH:14]=[CH:13][CH:12]=[C:11]([CH:15]([CH3:17])[CH3:16])[C:10]=1[OH:18])([CH3:8])[CH3:7]. Product: [CH:15]([C:11]1[CH:12]=[CH:13][CH:14]=[C:9]([CH:6]([CH3:8])[CH3:7])[C:10]=1[O:18][Ti:2]([O:18][C:10]1[C:11]([CH:15]([CH3:16])[CH3:17])=[CH:12][CH:13]=[CH:14][C:9]=1[CH:6]([CH3:8])[CH3:7])([Cl:5])[Cl:1])([CH3:17])[CH3:16]. The catalyst class is: 81. (2) Reactant: [C:1]([C:3]1[N:8]=[CH:7][C:6]([C:9]2[CH:14]=[C:13]([C:15]([F:18])([F:17])[F:16])[CH:12]=[CH:11][C:10]=2[NH:19][C:20]([C:22]2[C:27](=[O:28])[N:26]([CH2:29][C:30]3[CH:35]=[CH:34][CH:33]=[C:32]([F:36])[C:31]=3[F:37])[N:25]3[CH2:38][CH2:39][CH2:40][C@:24]3([CH3:41])[C:23]=2[OH:42])=[O:21])=[CH:5][C:4]=1[N+]([O-])=O)#[N:2].[CH3:46][S-:47].[Na+].P([O-])(O)(O)=O.[K+]. The catalyst class is: 9. Product: [C:1]([C:3]1[N:8]=[CH:7][C:6]([C:9]2[CH:14]=[C:13]([C:15]([F:18])([F:17])[F:16])[CH:12]=[CH:11][C:10]=2[NH:19][C:20]([C:22]2[C:27](=[O:28])[N:26]([CH2:29][C:30]3[CH:35]=[CH:34][CH:33]=[C:32]([F:36])[C:31]=3[F:37])[N:25]3[CH2:38][CH2:39][CH2:40][C@:24]3([CH3:41])[C:23]=2[OH:42])=[O:21])=[CH:5][C:4]=1[S:47][CH3:46])#[N:2].